This data is from Forward reaction prediction with 1.9M reactions from USPTO patents (1976-2016). The task is: Predict the product of the given reaction. (1) Given the reactants Cl[C:2]1[C:28]([CH3:29])=[CH:27][C:5]2[N:6]=[C:7]3[C:12]([N:13]([CH2:14][CH2:15][N:16]4[CH2:21][CH2:20][CH:19]([C:22]([OH:24])=[O:23])[CH2:18][CH2:17]4)[C:4]=2[CH:3]=1)=[N:11][C:10](=[O:25])[NH:9][C:8]3=[O:26].[CH:30]1([NH2:35])[CH2:34][CH2:33][CH2:32][CH2:31]1, predict the reaction product. The product is: [CH:30]1([NH:35][C:2]2[C:28]([CH3:29])=[CH:27][C:5]3[N:6]=[C:7]4[C:12]([N:13]([CH2:14][CH2:15][N:16]5[CH2:21][CH2:20][CH:19]([C:22]([OH:24])=[O:23])[CH2:18][CH2:17]5)[C:4]=3[CH:3]=2)=[N:11][C:10](=[O:25])[NH:9][C:8]4=[O:26])[CH2:34][CH2:33][CH2:32][CH2:31]1. (2) Given the reactants Br[CH2:2][CH2:3][CH:4]([C:9]1[S:13][C:12]2[CH:14]=[C:15]([C:18]([F:21])([F:20])[F:19])[CH:16]=[CH:17][C:11]=2[C:10]=1[CH3:22])[CH2:5][CH2:6][O:7][CH3:8].C(=O)([O-])[O-].[Cs+].[Cs+].[SH:29][C:30]1[S:31][C:32]([CH2:36][C:37]([O:39][CH2:40][CH3:41])=[O:38])=[C:33]([CH3:35])[N:34]=1, predict the reaction product. The product is: [CH3:35][C:33]1[N:34]=[C:30]([S:29][CH2:2][CH2:3][CH:4]([C:9]2[S:13][C:12]3[CH:14]=[C:15]([C:18]([F:21])([F:20])[F:19])[CH:16]=[CH:17][C:11]=3[C:10]=2[CH3:22])[CH2:5][CH2:6][O:7][CH3:8])[S:31][C:32]=1[CH2:36][C:37]([O:39][CH2:40][CH3:41])=[O:38].